Dataset: Forward reaction prediction with 1.9M reactions from USPTO patents (1976-2016). Task: Predict the product of the given reaction. (1) Given the reactants [CH3:1][C@@H:2]1[N:7]([C:8]2[CH:13]=[CH:12][C:11]([C:14]([OH:23])([C:19]([F:22])([F:21])[F:20])[C:15]([F:18])([F:17])[F:16])=[CH:10][CH:9]=2)[CH2:6][CH2:5][N:4](C([O-])=O)[CH2:3]1.[ClH:27], predict the reaction product. The product is: [ClH:27].[F:18][C:15]([F:16])([F:17])[C:14]([C:11]1[CH:10]=[CH:9][C:8]([N:7]2[CH2:6][CH2:5][NH:4][CH2:3][C@@H:2]2[CH3:1])=[CH:13][CH:12]=1)([OH:23])[C:19]([F:22])([F:21])[F:20]. (2) Given the reactants [CH3:1][C:2]1[CH:7]=[CH:6][C:5]([N:8]2[C:12]([C:13]3[C:18]([F:19])=[CH:17][C:16]([F:20])=[CH:15][C:14]=3[F:21])=[CH:11][N:10]=[C:9]2[CH3:22])=[CH:4][N:3]=1.[Cl:23]N1C(=O)CCC1=O, predict the reaction product. The product is: [Cl:23][C:11]1[N:10]=[C:9]([CH3:22])[N:8]([C:5]2[CH:6]=[CH:7][C:2]([CH3:1])=[N:3][CH:4]=2)[C:12]=1[C:13]1[C:14]([F:21])=[CH:15][C:16]([F:20])=[CH:17][C:18]=1[F:19]. (3) Given the reactants [Cl:1][C:2]1[CH:7]=[C:6]([O:8][C:9]2[CH:14]=[CH:13][C:12]([N:15]=[C:16]=[O:17])=[CH:11][CH:10]=2)[N:5]=[CH:4][N:3]=1.[N:18]1([CH:24]2[CH2:29][CH2:28][N:27]([C:30]3[CH:35]=[CH:34][C:33]([NH2:36])=[CH:32][C:31]=3[C:37]([F:40])([F:39])[F:38])[CH2:26][CH2:25]2)[CH2:23][CH2:22][CH2:21][CH2:20][CH2:19]1, predict the reaction product. The product is: [N:18]1([CH:24]2[CH2:29][CH2:28][N:27]([C:30]3[CH:35]=[CH:34][C:33]([NH:36][C:16]([NH:15][C:12]4[CH:11]=[CH:10][C:9]([O:8][C:6]5[CH:7]=[C:2]([Cl:1])[N:3]=[CH:4][N:5]=5)=[CH:14][CH:13]=4)=[O:17])=[CH:32][C:31]=3[C:37]([F:40])([F:38])[F:39])[CH2:26][CH2:25]2)[CH2:23][CH2:22][CH2:21][CH2:20][CH2:19]1. (4) Given the reactants [CH3:1][O:2][C:3]1[CH:8]=[CH:7][C:6]([O:9][CH3:10])=[CH:5][C:4]=1[S:11][C:12]1[NH:13][C:14]2[C:19]([N:20]=1)=[C:18]([NH2:21])[N:17]=[CH:16][N:15]=2.Cl[CH2:23][CH2:24][C:25]1[CH:30]=[CH:29][C:28]([F:31])=[CH:27][C:26]=1[F:32], predict the reaction product. The product is: [F:32][C:26]1[CH:27]=[C:28]([F:31])[CH:29]=[CH:30][C:25]=1[CH2:24][CH2:23][N:13]1[C:12]([S:11][C:4]2[CH:5]=[C:6]([O:9][CH3:10])[CH:7]=[CH:8][C:3]=2[O:2][CH3:1])=[N:20][C:19]2[C:14]1=[N:15][CH:16]=[N:17][C:18]=2[NH2:21].